From a dataset of Catalyst prediction with 721,799 reactions and 888 catalyst types from USPTO. Predict which catalyst facilitates the given reaction. (1) The catalyst class is: 174. Product: [O:16]=[C:15]1[NH:17][C@H:2]2[CH2:1][S:5][C@@H:4]([CH2:6][CH2:7][CH2:8][CH2:9][CH2:10][C:11]([O:13]/[N:19]=[C:20](\[NH2:36])/[CH2:21][CH2:22][CH2:23][CH2:24][N:25]3[C:29]4[CH:30]=[C:31]([CH3:34])[CH:32]=[CH:33][C:28]=4[O:27][C:26]3=[O:35])=[O:12])[C@H:3]2[NH:14]1. Reactant: [CH2:1]1[S:5][C@@H:4]([CH2:6][CH2:7][CH2:8][CH2:9][CH2:10][C:11]([OH:13])=[O:12])[C@H:3]2[NH:14][C:15]([NH:17][C@@H:2]12)=[O:16].O[N:19]=[C:20]([NH2:36])[CH2:21][CH2:22][CH2:23][CH2:24][N:25]1[C:29]2[CH:30]=[C:31]([CH3:34])[CH:32]=[CH:33][C:28]=2[O:27][C:26]1=[O:35].CCN=C=NCCCN(C)C.Cl.CCN(C(C)C)C(C)C. (2) Reactant: [OH:1][CH2:2][C@@H:3]1[O:7][C@H:6]([N:8]2[CH:23]=[CH:22][C:12]([NH:13][C:14](=[O:21])[CH2:15][CH2:16][CH2:17][CH2:18][CH2:19]C)=[N:11][C:9]2=[O:10])[CH2:5][O:4]1.OC[C@@H]1O[C@H](N2C=CC(NC(=O)CCCCCCCC)=NC2=O)CO1.OC[C@@H]1O[C@H](N2C=CC(NC(=O)CCCCCCCCC)=NC2=O)CO1.OC[C@@H]1O[C@H](N2C=CC(NCCCCCCCCCCCC)=NC2=O)CO1.OC[C@@H]1O[C@H](N2C=CC(NC(=O)CCCCCCCCCCCCCCC)=NC2=O)CO1.OC[C@@H]1O[C@H](N2C=CC(NC3CCCC3)=NC2=O)CO1. Product: [OH:1][CH2:2][C@@H:3]1[O:7][C@H:6]([N:8]2[CH:23]=[CH:22][C:12]([NH:13][C:14](=[O:21])[CH2:15][CH2:16][CH2:17][CH2:18][CH3:19])=[N:11][C:9]2=[O:10])[CH2:5][O:4]1. The catalyst class is: 72. (3) Reactant: B(F)(F)F.C([NH:12][C@@H:13]([CH2:21][CH:22]1[CH2:27][CH2:26][CH2:25][CH2:24][CH2:23]1)[CH:14](O)[CH2:15][Si](C)(C)C)(OC(C)(C)C)=O.C(=O)([O-])[O-].[Na+].[Na+]. Product: [CH:22]1([CH2:21][C@H:13]([NH2:12])[CH:14]=[CH2:15])[CH2:27][CH2:26][CH2:25][CH2:24][CH2:23]1. The catalyst class is: 876. (4) Reactant: [I-].[CH2:2]([N+:4]1[C:8]2[CH:9]=[C:10]([O:13][CH3:14])[CH:11]=[CH:12][C:7]=2[S:6][C:5]=1[CH3:15])[CH3:3].[C:16](OC(=O)C)(=[O:18])[CH3:17].C(N(CC)CC)C. Product: [CH2:2]([N:4]1[C:8]2[CH:9]=[C:10]([O:13][CH3:14])[CH:11]=[CH:12][C:7]=2[S:6]/[C:5]/1=[CH:15]\[C:16](=[O:18])[CH3:17])[CH3:3]. The catalyst class is: 10.